Predict which catalyst facilitates the given reaction. From a dataset of Catalyst prediction with 721,799 reactions and 888 catalyst types from USPTO. (1) Reactant: [CH3:1][CH:2]([CH3:12])[CH2:3][C:4](=[O:11])[CH2:5][C:6]([O:8][CH2:9][CH3:10])=[O:7].CO[CH:15](OC)[N:16]([CH3:18])[CH3:17]. Product: [CH3:15][N:16]([CH:18]=[C:5]([C:4](=[O:11])[CH2:3][CH:2]([CH3:1])[CH3:12])[C:6]([O:8][CH2:9][CH3:10])=[O:7])[CH3:17]. The catalyst class is: 3. (2) Reactant: F[C:2](F)(F)[CH2:3][CH2:4][C:5]([N:7]([CH3:28])[S:8]([N:11]1[C:16]2([CH2:18][CH2:17]2)[CH2:15][N:14]([C:19]2[C:20]3[CH:27]=[CH:26][NH:25][C:21]=3[N:22]=[CH:23][N:24]=2)[CH2:13][CH2:12]1)(=[O:10])=[O:9])=[O:6].[CH:31]1(C(Cl)=O)CCC[CH2:32]1.CCN(CC)CC.O=S1(=O)CCC(C(Cl)=O)C1. Product: [CH3:28][N:7]([S:8]([N:11]1[C:16]2([CH2:18][CH2:17]2)[CH2:15][N:14]([C:19]2[C:20]3[CH:27]=[CH:26][NH:25][C:21]=3[N:22]=[CH:23][N:24]=2)[CH2:13][CH2:12]1)(=[O:10])=[O:9])[C:5]([CH:4]1[CH2:32][CH2:31][CH2:2][CH2:3]1)=[O:6]. The catalyst class is: 2. (3) Reactant: B.C1COCC1.[Cl:7][C:8]1[S:12][C:11]([S:13]([NH:16][C@H:17]([C:24](O)=[O:25])[CH2:18][CH2:19][C:20]([F:23])([F:22])[F:21])(=[O:15])=[O:14])=[CH:10][CH:9]=1. Product: [Cl:7][C:8]1[S:12][C:11]([S:13]([NH:16][CH:17]([CH2:24][OH:25])[CH2:18][CH2:19][C:20]([F:21])([F:22])[F:23])(=[O:15])=[O:14])=[CH:10][CH:9]=1. The catalyst class is: 1. (4) Reactant: [NH2:1][CH2:2][C:3]([OH:5])=[O:4].[OH-].[Na+].[Cl:8][C:9]1[CH:17]=[CH:16][CH:15]=[CH:14][C:10]=1[C:11](Cl)=[O:12].Cl. Product: [Cl:8][C:9]1[CH:17]=[CH:16][CH:15]=[CH:14][C:10]=1[C:11]([NH:1][CH2:2][C:3]([OH:5])=[O:4])=[O:12]. The catalyst class is: 6. (5) Reactant: [CH:1]([C@@H:4]([CH2:7][C:8]1[CH:13]=[CH:12][C:11]([C:14]([CH3:17])([CH3:16])[CH3:15])=[CH:10][CH:9]=1)[CH2:5]O)([CH3:3])[CH3:2].C1(P(C2C=CC=CC=2)C2C=CC=CC=2)C=CC=CC=1.[Br:37]N1C(=O)CCC1=O. Product: [Br:37][CH2:5][C@@H:4]([CH:1]([CH3:3])[CH3:2])[CH2:7][C:8]1[CH:13]=[CH:12][C:11]([C:14]([CH3:17])([CH3:16])[CH3:15])=[CH:10][CH:9]=1. The catalyst class is: 4. (6) Reactant: [NH2:1][C:2]1[N:7]=[CH:6][C:5]([C:8]2[CH:9]=[C:10]([NH2:20])[C:11]([NH:14][C:15]([CH3:19])([CH3:18])[CH2:16][CH3:17])=[CH:12][CH:13]=2)=[CH:4][N:3]=1.[N:21]1([C:26]2[CH:33]=[CH:32][CH:31]=[CH:30][C:27]=2[CH:28]=O)[CH:25]=[N:24][CH:23]=[N:22]1.N1CCC[C@H]1C(O)=O. Product: [CH3:18][C:15]([N:14]1[C:11]2[CH:12]=[CH:13][C:8]([C:5]3[CH:4]=[N:3][C:2]([NH2:1])=[N:7][CH:6]=3)=[CH:9][C:10]=2[N:20]=[C:28]1[C:27]1[CH:30]=[CH:31][CH:32]=[CH:33][C:26]=1[N:21]1[CH:25]=[N:24][CH:23]=[N:22]1)([CH3:19])[CH2:16][CH3:17]. The catalyst class is: 5.